From a dataset of Full USPTO retrosynthesis dataset with 1.9M reactions from patents (1976-2016). Predict the reactants needed to synthesize the given product. Given the product [F:23][C:24]1[C:25]([C:31]2[CH:36]=[C:35]([NH:37][C:13]3[C:14]4[C:15](=[CH:19][N:20]([CH3:22])[N:21]=4)[N:16]=[CH:17][CH:18]=3)[C:34]([CH3:38])=[CH:33][N:32]=2)=[N:26][C:27]([CH3:30])=[CH:28][CH:29]=1, predict the reactants needed to synthesize it. The reactants are: IC1C=CN=C2C=NN(C)C=12.I[C:13]1[C:14]2[C:15](=[CH:19][N:20]([CH3:22])[N:21]=2)[N:16]=[CH:17][CH:18]=1.[F:23][C:24]1[C:25]([C:31]2[CH:36]=[C:35]([NH2:37])[C:34]([CH3:38])=[CH:33][N:32]=2)=[N:26][C:27]([CH3:30])=[CH:28][CH:29]=1.CC1(C)C2C=CC=C(P(C3C=CC=CC=3)C3C=CC=CC=3)C=2OC2C1=CC=CC=2P(C1C=CC=CC=1)C1C=CC=CC=1.CC([O-])(C)C.[Na+].